From a dataset of Catalyst prediction with 721,799 reactions and 888 catalyst types from USPTO. Predict which catalyst facilitates the given reaction. Reactant: [C:1]([C:4]1([C:7]2[CH:43]=[CH:42][CH:41]=[CH:40][C:8]=2[CH2:9][CH2:10][C:11]2[C:16]([C:17]([F:20])([F:19])[F:18])=[CH:15][N:14]=[C:13]([NH:21][C:22]3[CH:23]=[N:24][N:25]([CH:27]4[CH2:32][CH2:31][N:30](C(OC(C)(C)C)=O)[CH2:29][CH2:28]4)[CH:26]=3)[N:12]=2)[CH2:6][CH2:5]1)(=[O:3])[NH2:2].C(O)(C(F)(F)F)=O. Product: [NH:30]1[CH2:29][CH2:28][CH:27]([N:25]2[CH:26]=[C:22]([NH:21][C:13]3[N:12]=[C:11]([CH2:10][CH2:9][C:8]4[CH:40]=[CH:41][CH:42]=[CH:43][C:7]=4[C:4]4([C:1]([NH2:2])=[O:3])[CH2:5][CH2:6]4)[C:16]([C:17]([F:18])([F:20])[F:19])=[CH:15][N:14]=3)[CH:23]=[N:24]2)[CH2:32][CH2:31]1. The catalyst class is: 2.